From a dataset of Full USPTO retrosynthesis dataset with 1.9M reactions from patents (1976-2016). Predict the reactants needed to synthesize the given product. (1) Given the product [N:18]1[CH:19]=[CH:20][CH:21]=[C:16]([CH2:15][NH:14][C:10]2[CH:11]=[CH:12][CH:13]=[C:4]([C:3]([OH:22])=[O:2])[C:5]=2[C:6]([OH:8])=[O:7])[CH:17]=1, predict the reactants needed to synthesize it. The reactants are: C[O:2][C:3](=[O:22])[C:4]1[C:5](=[C:10]([NH:14][CH2:15][C:16]2[CH:17]=[N:18][CH:19]=[CH:20][CH:21]=2)[CH:11]=[CH:12][CH:13]=1)[C:6]([O:8]C)=[O:7].COCCNC1C=CC=C(C(O)=O)C=1C(O)=O.Cl. (2) Given the product [C:10]1([CH:13]([C:14]2[CH:15]=[CH:16][CH:17]=[CH:18][CH:19]=2)[C:23]2[CH:24]=[CH:25][CH:26]=[CH:27][CH:28]=2)[CH:9]=[CH:8][CH:7]=[CH:12][CH:11]=1, predict the reactants needed to synthesize it. The reactants are: F.CCN([C:7]1[CH:12]=[CH:11][C:10]2[C:13]3([C:23]4[C:28](O[C:9]=2[CH:8]=1)=[CH:27][C:26](C)=[C:25](Cl)[CH:24]=4)OC(=O)[C:19]1[C:14]3=[CH:15][CH:16]=[CH:17][CH:18]=1)CC.C(N(CC)C(CCC(C)C(N(F)C1C=CC=CC=1)C)CC)C.C(N(CC)C(CCC(C)C(NF)C)CC)C. (3) Given the product [CH3:9][C:8]1[CH:7]=[C:6]([S:10]([N:13]2[CH:26]([CH3:27])[C:25]3[C:20](=[CH:21][CH:22]=[CH:23][CH:24]=3)[C:19]3[CH:18]=[CH:17][CH:16]=[CH:15][C:14]2=3)(=[O:12])=[O:11])[CH:5]=[C:4]([CH3:28])[C:3]=1[OH:2], predict the reactants needed to synthesize it. The reactants are: C[O:2][C:3]1[C:8]([CH3:9])=[CH:7][C:6]([S:10]([N:13]2[CH:26]([CH3:27])[C:25]3[C:20](=[CH:21][CH:22]=[CH:23][CH:24]=3)[C:19]3[CH:18]=[CH:17][CH:16]=[CH:15][C:14]2=3)(=[O:12])=[O:11])=[CH:5][C:4]=1[CH3:28].C1CCCCC=1.B(Br)(Br)Br.ClCCl.